Dataset: Peptide-MHC class II binding affinity with 134,281 pairs from IEDB. Task: Regression. Given a peptide amino acid sequence and an MHC pseudo amino acid sequence, predict their binding affinity value. This is MHC class II binding data. The peptide sequence is FEVLAVEDTQGMDNL. The MHC is DRB1_0101 with pseudo-sequence DRB1_0101. The binding affinity (normalized) is 0.429.